Dataset: Forward reaction prediction with 1.9M reactions from USPTO patents (1976-2016). Task: Predict the product of the given reaction. Given the reactants Br[CH2:2][CH2:3][N:4]1[C:8]([CH2:9]Br)=[CH:7][C:6]([N+:11]([O-:13])=[O:12])=[N:5]1.[F:14][C:15]([F:19])([F:18])[CH2:16][NH2:17].CS(C)=O, predict the reaction product. The product is: [N+:11]([C:6]1[CH:7]=[C:8]2[CH2:9][N:17]([CH2:16][C:15]([F:19])([F:18])[F:14])[CH2:2][CH2:3][N:4]2[N:5]=1)([O-:13])=[O:12].